The task is: Predict which catalyst facilitates the given reaction.. This data is from Catalyst prediction with 721,799 reactions and 888 catalyst types from USPTO. Reactant: F[C:2]1[CH:3]=[C:4]([CH:28]=[C:29](F)[CH:30]=1)[CH2:5][C@@H:6]([C@@H:10]([C@H:12]1[CH2:16][C@@H:15](OCC=C)[CH2:14]N1C(OC(C)(C)C)=O)O)C(O)=O.[F:32][C:33]1[CH:34]=[C:35]([CH:49]=[C:50]([F:52])[CH:51]=1)[CH2:36][C@H:37]1[C@@H:41]([C@H:42]2[CH2:47][CH2:46][CH2:45][CH2:44][NH:43]2)[O:40]C(=O)[NH:38]1.FC1C=C(C=C(F)C=1)C[C@H](C(N1[C@@H](CC2C=CC=CC=2)COC1=O)=O)[C@@H]([C@H]1C[C@@H](OCC=C)CN1C(OC(C)(C)C)=O)O.C(O)(C(F)(F)F)=O. Product: [NH2:38][C@@H:37]([CH2:36][C:35]1[CH:34]=[C:33]([F:32])[CH:51]=[C:50]([F:52])[CH:49]=1)[C@@H:41]([C@H:42]1[CH2:47][CH2:46][CH2:45][CH2:44][N:43]1[CH:5]([C:4]1[CH:3]=[CH:2][CH:30]=[CH:29][CH:28]=1)[C:6]1[CH:10]=[CH:12][CH:16]=[CH:15][CH:14]=1)[OH:40]. The catalyst class is: 2.